This data is from Reaction yield outcomes from USPTO patents with 853,638 reactions. The task is: Predict the reaction yield, written as a fraction of the theoretical maximum amount of product (1.0 means a 100% yield; for example, 0.34 means a 34% yield). (1) The reactants are Br[C:2]1[CH:3]=[C:4]([C:8]2[N:17]=[C:16]([C:18]([NH2:20])=[O:19])[C:15]3[CH2:14][CH2:13][CH2:12][CH2:11][C:10]=3[N:9]=2)[CH:5]=[CH:6][CH:7]=1.[C:21]([C@:23]1([OH:30])[CH2:27][CH2:26][N:25]([CH3:28])[C:24]1=[O:29])#[CH:22]. No catalyst specified. The product is [OH:30][C@@:23]1([C:21]#[C:22][C:2]2[CH:3]=[C:4]([C:8]3[N:17]=[C:16]([C:18]([NH2:20])=[O:19])[C:15]4[CH2:14][CH2:13][CH2:12][CH2:11][C:10]=4[N:9]=3)[CH:5]=[CH:6][CH:7]=2)[CH2:27][CH2:26][N:25]([CH3:28])[C:24]1=[O:29]. The yield is 0.0600. (2) The reactants are [Br:1][C:2]1[CH:10]=[CH:9][C:5]([C:6]([OH:8])=O)=[C:4]([Cl:11])[CH:3]=1.[NH:12]1[CH2:15][CH2:14][CH2:13]1. No catalyst specified. The yield is 0.910. The product is [Br:1][C:2]1[CH:10]=[CH:9][C:5]([C:6]([N:12]2[CH2:15][CH2:14][CH2:13]2)=[O:8])=[C:4]([Cl:11])[CH:3]=1. (3) The reactants are C(OC(=O)[NH:7][CH:8]([CH3:19])[C:9]([N:11]1[CH2:16][CH2:15][S:14](=[O:18])(=[O:17])[CH2:13][CH2:12]1)=[O:10])(C)(C)C.FC(F)(F)C(O)=O. The catalyst is C(Cl)Cl. The product is [NH2:7][CH:8]([CH3:19])[C:9]([N:11]1[CH2:16][CH2:15][S:14](=[O:18])(=[O:17])[CH2:13][CH2:12]1)=[O:10]. The yield is 1.00. (4) The reactants are [CH2:1]([N:3]([S:28]([CH3:31])(=[O:30])=[O:29])[C:4]1[C:5]([C:24]#[C:25][CH2:26][OH:27])=[CH:6][C:7]2[C:11]([CH:12]=1)=[N:10][N:9]([C:13]1[CH:18]=[CH:17][C:16]([F:19])=[CH:15][CH:14]=1)[C:8]=2[C:20]([NH:22][CH3:23])=[O:21])[CH3:2].N1C2C(=CC=CC=2)C=CC=1. The catalyst is CCOC(C)=O.[Pd].CC([O-])=O.CC([O-])=O.[Pb+2]. The product is [CH2:1]([N:3]([S:28]([CH3:31])(=[O:29])=[O:30])[C:4]1[C:5](/[CH:24]=[CH:25]\[CH2:26][OH:27])=[CH:6][C:7]2[C:11]([CH:12]=1)=[N:10][N:9]([C:13]1[CH:18]=[CH:17][C:16]([F:19])=[CH:15][CH:14]=1)[C:8]=2[C:20]([NH:22][CH3:23])=[O:21])[CH3:2]. The yield is 0.270. (5) The reactants are F[C:2]1[CH:9]=[CH:8][C:7]([I:10])=[CH:6][C:3]=1[CH:4]=[O:5].[CH3:11][O:12][C:13]1[CH:18]=[CH:17][C:16]([OH:19])=[CH:15][CH:14]=1.C([O-])([O-])=O.[K+].[K+]. The catalyst is CN(C)C(=O)C. The product is [I:10][C:7]1[CH:8]=[CH:9][C:2]([O:19][C:16]2[CH:17]=[CH:18][C:13]([O:12][CH3:11])=[CH:14][CH:15]=2)=[C:3]([CH:6]=1)[CH:4]=[O:5]. The yield is 0.660. (6) The reactants are [Cl:1][CH2:2][C:3](=O)[CH2:4][C:5]([O:7][CH2:8][CH3:9])=[O:6].[C:11]1([CH:18]=CC=[C:14](O)[CH:13]=1)[OH:12]. The catalyst is OS(O)(=O)=O. The product is [Cl:1][CH2:2][C:3]1[C:9]2[C:8](=[CH:18][C:11]([OH:12])=[CH:13][CH:14]=2)[O:7][C:5](=[O:6])[CH:4]=1. The yield is 0.790. (7) The reactants are [F:1][C:2]1[CH:7]=[CH:6][CH:5]=[C:4]([O:8][C:9]2[CH:14]=[CH:13][C:12]([CH2:15][C:16]([F:19])([F:18])[F:17])=[CH:11][C:10]=2[O:20]C)[N:3]=1.B(Br)(Br)Br. No catalyst specified. The product is [F:1][C:2]1[N:3]=[C:4]([O:8][C:9]2[CH:14]=[CH:13][C:12]([CH2:15][C:16]([F:17])([F:18])[F:19])=[CH:11][C:10]=2[OH:20])[CH:5]=[CH:6][CH:7]=1. The yield is 0.750. (8) The product is [CH3:1][O:2][C:3](=[O:18])[C:4]1[CH:9]=[CH:8][C:7]([NH:10][C:30]([NH:45][C:42]2[CH:41]=[N:40][C:39]([CH3:38])=[CH:44][N:43]=2)=[O:36])=[C:6]([O:11][CH2:12][CH2:13][CH2:14][N:15]([CH3:16])[CH3:17])[CH:5]=1. The yield is 0.400. The reactants are [CH3:1][O:2][C:3](=[O:18])[C:4]1[CH:9]=[CH:8][C:7]([NH2:10])=[C:6]([O:11][CH2:12][CH2:13][CH2:14][N:15]([CH3:17])[CH3:16])[CH:5]=1.C(N(CC)CC)C.ClC(Cl)(O[C:30](=[O:36])OC(Cl)(Cl)Cl)Cl.[CH3:38][C:39]1[N:40]=[CH:41][C:42]([NH2:45])=[N:43][CH:44]=1. The catalyst is C1(C)C=CC=CC=1.C(OCC)(=O)C.O. (9) The reactants are [CH:1]([C:3]1[CH:4]=[C:5]([C:10]2[CH:15]=[CH:14][C:13]([C:16]#[N:17])=[CH:12][CH:11]=2)[CH:6]=[CH:7][C:8]=1[OH:9])=[O:2].BrC1C=C(OC)C(O)=C(C=1)[CH:24]=[O:25].C(O)(=O)C.C(C1C=C(C2C=CC(O)=C(C3NC4C=CC(C(N)=N)=CC=4N=3)C=2)C=CC=1)(=N)N. No catalyst specified. The product is [CH:1]([C:3]1[C:8]([OH:9])=[C:7]([O:25][CH3:24])[CH:6]=[C:5]([C:10]2[CH:15]=[CH:14][C:13]([C:16]#[N:17])=[CH:12][CH:11]=2)[CH:4]=1)=[O:2]. The yield is 0.570. (10) The reactants are [Br:1][C:2]1[N:7]=[C:6]([CH:8]=[O:9])[CH:5]=[CH:4][CH:3]=1.[CH2:10](O)[CH2:11][OH:12].CC1C=CC(S(O)(=O)=O)=CC=1. The catalyst is C1(C)C=CC=CC=1. The product is [Br:1][C:2]1[CH:3]=[CH:4][CH:5]=[C:6]([CH:8]2[O:12][CH2:11][CH2:10][O:9]2)[N:7]=1. The yield is 0.800.